From a dataset of Forward reaction prediction with 1.9M reactions from USPTO patents (1976-2016). Predict the product of the given reaction. Given the reactants Br[C:2]1[CH:3]=[C:4]2[C:8](=[CH:9][CH:10]=1)[N:7]([C:11]1[N:12]=[N:13][CH:14]=[CH:15][CH:16]=1)[C@@H:6]([C:17]([N:19]1[CH2:24][CH2:23][CH2:22][C@H:21]([CH3:25])[CH2:20]1)=[O:18])[CH2:5]2.[CH3:26][C:27]1(C)C(C)(C)OB(C=C)O1.C(=O)([O-])[O-].[Na+].[Na+], predict the reaction product. The product is: [CH3:25][C@H:21]1[CH2:22][CH2:23][CH2:24][N:19]([C:17]([C@H:6]2[CH2:5][C:4]3[C:8](=[CH:9][CH:10]=[C:2]([CH:26]=[CH2:27])[CH:3]=3)[N:7]2[C:11]2[N:12]=[N:13][CH:14]=[CH:15][CH:16]=2)=[O:18])[CH2:20]1.